This data is from Full USPTO retrosynthesis dataset with 1.9M reactions from patents (1976-2016). The task is: Predict the reactants needed to synthesize the given product. Given the product [Cl:29][C:30]1[CH:31]=[C:32]([C:37]2[CH:38]=[C:39]([C:50]([N:22]3[CH2:27][CH2:26][NH:25][C:24](=[O:28])[CH2:23]3)=[O:51])[O:40][C:41]=2[C:42]2[CH:43]=[C:44]([C:48]#[N:49])[CH:45]=[CH:46][CH:47]=2)[CH:33]=[C:34]([F:36])[CH:35]=1, predict the reactants needed to synthesize it. The reactants are: ClC1C=C(C2C=C(C([N:22]3[CH2:27][CH2:26][NH:25][C:24](=[O:28])[CH2:23]3)=O)OC=2C2C=CC(F)=CC=2)C=CC=1.[Cl:29][C:30]1[CH:31]=[C:32]([C:37]2[CH:38]=[C:39]([C:50](O)=[O:51])[O:40][C:41]=2[C:42]2[CH:47]=[CH:46][CH:45]=[C:44]([C:48]#[N:49])[CH:43]=2)[CH:33]=[C:34]([F:36])[CH:35]=1.N1CCNCC1=O.